Dataset: Peptide-MHC class II binding affinity with 134,281 pairs from IEDB. Task: Regression. Given a peptide amino acid sequence and an MHC pseudo amino acid sequence, predict their binding affinity value. This is MHC class II binding data. (1) The peptide sequence is AKNMKNLVWNDELAY. The MHC is HLA-DQA10301-DQB10302 with pseudo-sequence HLA-DQA10301-DQB10302. The binding affinity (normalized) is 0.0968. (2) The peptide sequence is IHLVIHRIRTLIGQE. The MHC is DRB5_0101 with pseudo-sequence DRB5_0101. The binding affinity (normalized) is 0.808. (3) The peptide sequence is AIPKVPPGPNITATY. The MHC is HLA-DQA10101-DQB10501 with pseudo-sequence HLA-DQA10101-DQB10501. The binding affinity (normalized) is 0. (4) The MHC is HLA-DQA10501-DQB10201 with pseudo-sequence HLA-DQA10501-DQB10201. The peptide sequence is QELLDIANYLMEQIQ. The binding affinity (normalized) is 0.576. (5) The binding affinity (normalized) is 0.393. The MHC is DRB4_0103 with pseudo-sequence DRB4_0103. The peptide sequence is ANGKTLGEVWKRELN. (6) The peptide sequence is YNNFTVSFWLRVPKV. The MHC is HLA-DPA10103-DPB10401 with pseudo-sequence HLA-DPA10103-DPB10401. The binding affinity (normalized) is 1.00. (7) The peptide sequence is ILELAQSETCSPGGQ. The MHC is HLA-DQA10101-DQB10501 with pseudo-sequence HLA-DQA10101-DQB10501. The binding affinity (normalized) is 0.0663. (8) The peptide sequence is WNFAGIEAAASAIQG. The MHC is HLA-DQA10102-DQB10602 with pseudo-sequence HLA-DQA10102-DQB10602. The binding affinity (normalized) is 0.630. (9) The peptide sequence is HFFIGDFFVDHYYSE. The MHC is HLA-DQA10201-DQB10202 with pseudo-sequence HLA-DQA10201-DQB10202. The binding affinity (normalized) is 0.266. (10) The peptide sequence is DLDDEQEILNYMSPH. The MHC is HLA-DQA10303-DQB10402 with pseudo-sequence HLA-DQA10303-DQB10402. The binding affinity (normalized) is 0.462.